Dataset: NCI-60 drug combinations with 297,098 pairs across 59 cell lines. Task: Regression. Given two drug SMILES strings and cell line genomic features, predict the synergy score measuring deviation from expected non-interaction effect. Drug 1: C1=CC(=C2C(=C1NCCNCCO)C(=O)C3=C(C=CC(=C3C2=O)O)O)NCCNCCO. Drug 2: C1C(C(OC1N2C=NC3=C2NC=NCC3O)CO)O. Cell line: SNB-19. Synergy scores: CSS=12.1, Synergy_ZIP=-8.97, Synergy_Bliss=-15.8, Synergy_Loewe=-52.4, Synergy_HSA=-15.1.